This data is from Forward reaction prediction with 1.9M reactions from USPTO patents (1976-2016). The task is: Predict the product of the given reaction. (1) Given the reactants [CH3:1][N:2]1[CH:6]=[C:5]([C:7]2[CH:12]=[CH:11][N:10]=[CH:9][CH:8]=2)[C:4]([C:13]2[CH:30]=[CH:29][C:16]([O:17][CH2:18]C3C=CC4C(=CC=CC=4)N=3)=[CH:15][CH:14]=2)=[N:3]1.C(O[C:32]1[CH:37]=[CH:36][C:35](C(=O)CC2C=CN=CC=2)=[CH:34][CH:33]=1)[C:32]1[CH:37]=[CH:36][CH:35]=[CH:34][CH:33]=1, predict the reaction product. The product is: [CH2:18]([O:17][C:16]1[CH:15]=[CH:14][C:13]([C:4]2[C:5]([C:7]3[CH:8]=[CH:9][N:10]=[CH:11][CH:12]=3)=[CH:6][N:2]([CH3:1])[N:3]=2)=[CH:30][CH:29]=1)[C:32]1[CH:37]=[CH:36][CH:35]=[CH:34][CH:33]=1. (2) Given the reactants [F:1][C:2]1[CH:7]=[CH:6][C:5]([F:8])=[CH:4][C:3]=1[CH:9]1[CH2:13][CH2:12][CH2:11][N:10]1[C:14]1[CH:19]=[CH:18][N:17]2[N:20]=[CH:21][C:22]([C:23](O)=[O:24])=[C:16]2[N:15]=1.Cl.[C:27]([NH:33][NH2:34])(=[O:32])[C:28]([CH3:31])([CH3:30])[CH3:29].CCN(C(C)C)C(C)C.CN(C(ON1N=NC2C=CC=NC1=2)=[N+](C)C)C.F[P-](F)(F)(F)(F)F, predict the reaction product. The product is: [F:1][C:2]1[CH:7]=[CH:6][C:5]([F:8])=[CH:4][C:3]=1[CH:9]1[CH2:13][CH2:12][CH2:11][N:10]1[C:14]1[CH:19]=[CH:18][N:17]2[N:20]=[CH:21][C:22]([C:23]([NH:34][NH:33][C:27](=[O:32])[C:28]([CH3:31])([CH3:30])[CH3:29])=[O:24])=[C:16]2[N:15]=1. (3) Given the reactants [OH:1][CH:2]1[CH2:5][N:4]([C:6]([N:8]2[CH2:13][CH:12]([C:14]3[CH:19]=[CH:18][C:17]([C:20]([F:23])([F:22])[F:21])=[CH:16][CH:15]=3)[CH2:11][CH:10]([C:24]([OH:26])=O)[CH2:9]2)=[O:7])[CH2:3]1.[F:27][C:28]1[CH:29]=[C:30]([C:34](=[N:36]O)[NH2:35])[CH:31]=[CH:32][CH:33]=1, predict the reaction product. The product is: [F:27][C:28]1[CH:29]=[C:30]([C:34]2[N:36]=[C:24]([CH:10]3[CH2:11][CH:12]([C:14]4[CH:15]=[CH:16][C:17]([C:20]([F:23])([F:21])[F:22])=[CH:18][CH:19]=4)[CH2:13][N:8]([C:6]([N:4]4[CH2:5][CH:2]([OH:1])[CH2:3]4)=[O:7])[CH2:9]3)[O:26][N:35]=2)[CH:31]=[CH:32][CH:33]=1. (4) Given the reactants [C:1]([O:4][C:5]([CH3:19])([CH2:7][CH2:8][O:9][C:10]1[CH:15]=[CH:14][CH:13]=[C:12]([NH2:16])[C:11]=1[C:17]#[N:18])[CH3:6])(=[O:3])[CH3:2].[S:20](Cl)(=[O:23])(=[O:22])[NH2:21], predict the reaction product. The product is: [C:1]([O:4][C:5]([CH3:19])([CH2:7][CH2:8][O:9][C:10]1[CH:15]=[CH:14][CH:13]=[C:12]([NH:16][S:20](=[O:23])(=[O:22])[NH2:21])[C:11]=1[C:17]#[N:18])[CH3:6])(=[O:3])[CH3:2]. (5) Given the reactants S(Cl)([Cl:3])=O.[NH2:5][CH:6]([CH2:10][CH2:11][CH2:12][CH2:13][CH3:14])[C:7]([OH:9])=[O:8].[CH3:15]O, predict the reaction product. The product is: [ClH:3].[NH2:5][CH:6]([CH2:10][CH2:11][CH2:12][CH2:13][CH3:14])[C:7]([O:9][CH3:15])=[O:8]. (6) Given the reactants [ClH:1].[CH3:2][O:3][C:4]1[CH:9]=[C:8]([CH3:10])[C:7]([S:11]([N:14]2[CH2:19][CH2:18][CH2:17][CH2:16][CH:15]2[CH2:20][O:21][CH2:22][C:23]([N:25]2[CH2:30][CH2:29][N:28](C(OC(C)(C)C)=O)[CH2:27][CH2:26]2)=[O:24])(=[O:13])=[O:12])=[C:6]([CH3:38])[CH:5]=1, predict the reaction product. The product is: [ClH:1].[CH3:2][O:3][C:4]1[CH:9]=[C:8]([CH3:10])[C:7]([S:11]([N:14]2[CH2:19][CH2:18][CH2:17][CH2:16][CH:15]2[CH2:20][O:21][CH2:22][C:23]([N:25]2[CH2:26][CH2:27][NH:28][CH2:29][CH2:30]2)=[O:24])(=[O:12])=[O:13])=[C:6]([CH3:38])[CH:5]=1. (7) Given the reactants Br[C:2]1[S:15][C:5]2[C:6]3[CH:14]=[CH:13][CH:12]=[CH:11][C:7]=3[O:8][CH2:9][CH2:10][C:4]=2[CH:3]=1.[NH2:16][C:17]1[N:22]=[CH:21][C:20](B2OC(C)(C)C(C)(C)O2)=[CH:19][N:18]=1, predict the reaction product. The product is: [S:15]1[C:5]2[C:6]3[CH:14]=[CH:13][CH:12]=[CH:11][C:7]=3[O:8][CH2:9][CH2:10][C:4]=2[CH:3]=[C:2]1[C:20]1[CH:19]=[N:18][C:17]([NH2:16])=[N:22][CH:21]=1. (8) The product is: [Cl:15][CH2:16][C:17]([N:10]1[CH2:9][CH2:8][CH:7]([CH2:6][C:5]2[CH:4]=[CH:3][C:2]([F:1])=[CH:14][CH:13]=2)[CH2:12][CH2:11]1)=[O:18]. Given the reactants [F:1][C:2]1[CH:14]=[CH:13][C:5]([CH2:6][CH:7]2[CH2:12][CH2:11][NH:10][CH2:9][CH2:8]2)=[CH:4][CH:3]=1.[Cl:15][CH2:16][C:17](Cl)=[O:18], predict the reaction product. (9) Given the reactants C([N:8](CC1C=CC=CC=1)[CH2:9][C@H:10]([OH:19])[CH2:11][O:12][C:13]1[CH:18]=[CH:17][CH:16]=[CH:15][CH:14]=1)C1C=CC=CC=1.CCOC(C)=O, predict the reaction product. The product is: [NH2:8][CH2:9][C@H:10]([OH:19])[CH2:11][O:12][C:13]1[CH:18]=[CH:17][CH:16]=[CH:15][CH:14]=1.